From a dataset of Experimentally validated miRNA-target interactions with 360,000+ pairs, plus equal number of negative samples. Binary Classification. Given a miRNA mature sequence and a target amino acid sequence, predict their likelihood of interaction. (1) The miRNA is hsa-miR-580-3p with sequence UUGAGAAUGAUGAAUCAUUAGG. The protein sequence of the target gene is MAMGLMCGRRELLRLLQSGRRVHSVAGPSQWLGKPLTTRLLFPVAPCCCRPHYLFLAASGPRSLSTSAISFAEVQVQAPPVVAATPSPTAVPEVASGETADVVQTAAEQSFAELGLGSYTPVGLIQNLLEFMHVDLGLPWWGAIAACTVFARCLIFPLIVTGQREAARIHNHLPEIQKFSSRIREAKLAGDHIEYYKASSEMALYQKKHGIKLYKPLILPVTQAPIFISFFIALREMANLPVPSLQTGGLWWFQDLTVSDPIYILPLAVTATMWAVLELGAETGVQSSDLQWMRNVIRMM.... Result: 1 (interaction). (2) The miRNA is hsa-miR-6836-5p with sequence CGCAGGGCCCUGGCGCAGGCAU. The protein sequence of the target gene is MPVFHTRTIESILEPVAQQISHLVIMHEEGEVDGKAIPDLTAPVAAVQAAVSNLVRVGKETVQTTEDQILKRDMPPAFIKVENACTKLVQAAQMLQSDPYSVPARDYLIDGSRGILSGTSDLLLTFDEAEVRKIIRVCKGILEYLTVAEVVETMEDLVTYTKNLGPGMTKMAKMIDERQQELTHQEHRVMLVNSMNTVKELLPVLISAMKIFVTTKNSKNQGIEEALKNRNFTVEKMSAEINEIIRVLQLTSWDEDAWASKDTEAMKRALASIDSKLNQAKGWLRDPSASPGDAGEQAIR.... Result: 1 (interaction).